From a dataset of Full USPTO retrosynthesis dataset with 1.9M reactions from patents (1976-2016). Predict the reactants needed to synthesize the given product. (1) Given the product [NH2:1][C:2]1[CH:3]=[C:4]([CH:9]([OH:11])[CH3:10])[CH:5]=[CH:6][C:7]=1[F:8], predict the reactants needed to synthesize it. The reactants are: [NH2:1][C:2]1[CH:3]=[C:4]([C:9](=[O:11])[CH3:10])[CH:5]=[CH:6][C:7]=1[F:8].[BH4-].[Na+]. (2) Given the product [Br:28][C:29]1[CH:30]=[CH:31][C:32]2=[C:33]([CH:50]=1)[N:34]=[C:35]([NH:42][C:43](=[O:44])[O:45][C:46]([CH3:47])([CH3:49])[CH3:48])[CH2:36][C:37]([C:39](=[O:40])[N:4]([CH2:5][CH2:6][CH3:7])[CH2:1][CH2:2][CH3:3])=[CH:38]2, predict the reactants needed to synthesize it. The reactants are: [CH2:1]([NH:4][CH2:5][CH2:6][CH3:7])[CH2:2][CH3:3].CCN=C=NCCCN(C)C.C(N(C(C)C)CC)(C)C.[Br:28][C:29]1[CH:30]=[CH:31][C:32]2=[C:33]([CH:50]=1)[N:34]=[C:35]([NH:42][C:43]([O:45][C:46]([CH3:49])([CH3:48])[CH3:47])=[O:44])[CH2:36][C:37]([C:39](O)=[O:40])=[CH:38]2.C1C=CC2N(O)N=NC=2C=1. (3) Given the product [CH3:22][O:21][C:14]1[CH:15]=[CH:16][C:17]([O:19][CH3:20])=[C:18]2[C:13]=1[CH2:12][CH2:11][CH2:10][CH:9]2[NH:8][C:6]1[CH:7]=[C:2]([N:27]2[CH2:32][CH2:31][NH:30][CH2:29][CH2:28]2)[CH:3]=[CH:4][C:5]=1[S:23]([CH3:26])(=[O:25])=[O:24], predict the reactants needed to synthesize it. The reactants are: F[C:2]1[CH:3]=[CH:4][C:5]([S:23]([CH3:26])(=[O:25])=[O:24])=[C:6]([NH:8][CH:9]2[C:18]3[C:13](=[C:14]([O:21][CH3:22])[CH:15]=[CH:16][C:17]=3[O:19][CH3:20])[CH2:12][CH2:11][CH2:10]2)[CH:7]=1.[NH:27]1[CH2:32][CH2:31][NH:30][CH2:29][CH2:28]1.C(N(CC)C(C)C)(C)C. (4) Given the product [NH2:1][C:2]1[C:7]2[C:8]([C:20]3[CH:26]=[CH:25][C:23]([NH2:24])=[CH:22][CH:21]=3)=[CH:9][O:10][C:6]=2[CH:5]=[CH:4][N:3]=1, predict the reactants needed to synthesize it. The reactants are: [NH2:1][C:2]1[C:7]2[C:8](Br)=[CH:9][O:10][C:6]=2[CH:5]=[CH:4][N:3]=1.CC1(C)C(C)(C)OB([C:20]2[CH:26]=[CH:25][C:23]([NH2:24])=[CH:22][CH:21]=2)O1.C(=O)([O-])[O-].[Na+].[Na+]. (5) Given the product [CH3:1][O:2][C:3]1[CH:4]=[C:5]([C:13]2[N:17]=[CH:16][N:15](/[CH:18]=[CH:19]\[C:20]3[O:21][CH:24]=[N:23][N:22]=3)[N:14]=2)[CH:6]=[C:7]([C:9]([F:11])([F:12])[F:10])[CH:8]=1, predict the reactants needed to synthesize it. The reactants are: [CH3:1][O:2][C:3]1[CH:4]=[C:5]([C:13]2[N:17]=[CH:16][N:15](/[CH:18]=[CH:19]\[C:20]([NH:22][NH2:23])=[O:21])[N:14]=2)[CH:6]=[C:7]([C:9]([F:12])([F:11])[F:10])[CH:8]=1.[CH3:24]OC(OC)OC.CS(O)(=O)=O.CCOC(C)=O.CCCCCC. (6) Given the product [Br-:28].[NH:3]1[C:4]2[C:9](=[CH:8][CH:7]=[CH:6][CH:5]=2)[CH:10]=[CH:2]1, predict the reactants needed to synthesize it. The reactants are: C[C:2]1[NH:3][C:4]2[C:9]([C:10]=1C(OCC1C=CC=CC=1)=O)=[CH:8][C:7](O)=[CH:6][CH:5]=2.C([O-])([O-])=O.[Cs+].[Cs+].[Br:28]CCCBr.